This data is from Catalyst prediction with 721,799 reactions and 888 catalyst types from USPTO. The task is: Predict which catalyst facilitates the given reaction. (1) Product: [CH3:35][N:36]([CH3:40])[CH2:37][CH2:38][NH:39][C:2]1[N:12]=[C:11]([NH:13][C:14]2[CH:19]=[CH:18][C:17]([N:20]3[CH2:25][CH2:24][N:23]([C:26]([O:28][C:29]([CH3:32])([CH3:31])[CH3:30])=[O:27])[CH2:22][CH2:21]3)=[CH:16][C:15]=2[O:33][CH3:34])[C:5]2[C:6](=[O:10])[NH:7][N:8]=[CH:9][C:4]=2[CH:3]=1. The catalyst class is: 12. Reactant: Cl[C:2]1[N:12]=[C:11]([NH:13][C:14]2[CH:19]=[CH:18][C:17]([N:20]3[CH2:25][CH2:24][N:23]([C:26]([O:28][C:29]([CH3:32])([CH3:31])[CH3:30])=[O:27])[CH2:22][CH2:21]3)=[CH:16][C:15]=2[O:33][CH3:34])[C:5]2[C:6](=[O:10])[NH:7][N:8]=[CH:9][C:4]=2[CH:3]=1.[CH3:35][N:36]([CH3:40])[CH2:37][CH2:38][NH2:39].C(N(CC)C(C)C)(C)C. (2) Reactant: [Cl:1][C:2]1[CH:7]=[CH:6][C:5](/[CH:8]=[CH:9]/[C:10]([N:12]2[CH2:17][CH2:16][CH:15]([C:18]([NH:20][NH:21][C:22](=O)[CH:23]([CH3:25])[CH3:24])=[O:19])[CH2:14][CH2:13]2)=[O:11])=[C:4]([CH2:27][N:28]2[N:32]=[N:31][C:30]([CH3:33])=[N:29]2)[CH:3]=1.CC[N+](S(N=C(OC)[O-])(=O)=O)(CC)CC. Product: [Cl:1][C:2]1[CH:7]=[CH:6][C:5](/[CH:8]=[CH:9]/[C:10]([N:12]2[CH2:17][CH2:16][CH:15]([C:18]3[O:19][C:22]([CH:23]([CH3:25])[CH3:24])=[N:21][N:20]=3)[CH2:14][CH2:13]2)=[O:11])=[C:4]([CH2:27][N:28]2[N:32]=[N:31][C:30]([CH3:33])=[N:29]2)[CH:3]=1. The catalyst class is: 1. (3) Reactant: [ClH:1].[NH:2]1[C:10]2[C:5](=[CH:6][CH:7]=[CH:8][CH:9]=2)[C:4]([CH2:11][C@H:12]([C:14]2[NH:15][CH:16]=[C:17]([C:19]3[CH:24]=[CH:23][CH:22]=[CH:21][CH:20]=3)[N:18]=2)[NH2:13])=[CH:3]1.[C:25]([N:33]1[CH2:38][CH2:37][C:36](=O)[CH2:35][CH2:34]1)(=[O:32])[C:26]1[CH:31]=[CH:30][CH:29]=[CH:28][CH:27]=1. Product: [ClH:1].[C:19]1([C:17]2[N:18]=[C:14]([C@H:12]3[CH2:11][C:4]4[C:5]5[C:10](=[CH:9][CH:8]=[CH:7][CH:6]=5)[NH:2][C:3]=4[C:36]4([CH2:37][CH2:38][N:33]([C:25](=[O:32])[C:26]5[CH:31]=[CH:30][CH:29]=[CH:28][CH:27]=5)[CH2:34][CH2:35]4)[NH:13]3)[NH:15][CH:16]=2)[CH:24]=[CH:23][CH:22]=[CH:21][CH:20]=1. The catalyst class is: 32. (4) Reactant: Cl[C:2]1[C:7]([C:8]2[CH:9]=[N:10][CH:11]=[C:12]([F:14])[CH:13]=2)=[CH:6][C:5]([C:15]([NH:17][C:18]2[CH:23]=[CH:22][C:21]([O:24][C:25]([Cl:28])([F:27])[F:26])=[CH:20][CH:19]=2)=[O:16])=[CH:4][N:3]=1.CCN(C(C)C)C(C)C.Cl.Cl.[NH2:40][CH2:41][CH:42]1[CH2:46][NH:45][CH2:44][CH:43]1[OH:47].C([O-])([O-])=O.[Na+].[Na+]. Product: [NH2:40][CH2:41][CH:42]1[CH:43]([OH:47])[CH2:44][N:45]([C:2]2[C:7]([C:8]3[CH:9]=[N:10][CH:11]=[C:12]([F:14])[CH:13]=3)=[CH:6][C:5]([C:15]([NH:17][C:18]3[CH:19]=[CH:20][C:21]([O:24][C:25]([Cl:28])([F:26])[F:27])=[CH:22][CH:23]=3)=[O:16])=[CH:4][N:3]=2)[CH2:46]1. The catalyst class is: 41. (5) Reactant: [CH2:1]([OH:13])[CH2:2][CH2:3][CH2:4][CH2:5][CH2:6][CH2:7][CH2:8][CH2:9][CH2:10][CH2:11][CH3:12].C(N(CC)CC)C.[C:21]1([CH3:31])[CH:26]=[CH:25][C:24]([S:27](Cl)(=[O:29])=[O:28])=[CH:23][CH:22]=1. Product: [S:27]([C:24]1[CH:25]=[CH:26][C:21]([CH3:31])=[CH:22][CH:23]=1)([O:13][CH2:1][CH2:2][CH2:3][CH2:4][CH2:5][CH2:6][CH2:7][CH2:8][CH2:9][CH2:10][CH2:11][CH3:12])(=[O:29])=[O:28]. The catalyst class is: 4.